This data is from CYP1A2 inhibition data for predicting drug metabolism from PubChem BioAssay. The task is: Regression/Classification. Given a drug SMILES string, predict its absorption, distribution, metabolism, or excretion properties. Task type varies by dataset: regression for continuous measurements (e.g., permeability, clearance, half-life) or binary classification for categorical outcomes (e.g., BBB penetration, CYP inhibition). Dataset: cyp1a2_veith. (1) The molecule is N/C(=N\OC(=O)Cc1ccc(-c2ccccc2)cc1)c1cccc([N+](=O)[O-])c1. The result is 1 (inhibitor). (2) The result is 0 (non-inhibitor). The molecule is CC(=O)Nc1cccc(C(=O)OCc2ccc(C(=O)Oc3ccc(Cl)cc3)cc2)c1. (3) The drug is COc1ccc(-c2noc(N(C)CC(=O)Nc3cccc(C(F)(F)F)c3)n2)cc1. The result is 1 (inhibitor). (4) The compound is O=C(Cc1ccccc1)NC(NC(=S)Nc1cc(Cl)ccc1Cl)C(Cl)(Cl)Cl. The result is 0 (non-inhibitor). (5) The drug is N#CCCn1c(=O)c(-c2cc(F)cc(F)c2)nc2cnc(Oc3ccccc3)nc21. The result is 1 (inhibitor). (6) The drug is c1ccc(CCSc2nccn2-c2ccccc2)cc1. The result is 1 (inhibitor). (7) The molecule is O=S(=O)(Nc1ccc(Cc2ccncc2)cc1)c1ccc(Cl)c(Cl)c1. The result is 1 (inhibitor).